Dataset: Experimentally validated miRNA-target interactions with 360,000+ pairs, plus equal number of negative samples. Task: Binary Classification. Given a miRNA mature sequence and a target amino acid sequence, predict their likelihood of interaction. The miRNA is mmu-miR-6997-3p with sequence UCAAACCUUACCCUCCUGUUUCC. The protein sequence of the target gene is MSPPAGGAAVAADPASPVVLLAVHAAVRPLGAGQDAEAQPRKLQLIADPERPGRFRLGLLGTEPGAVSLEWPLEAICYTVRGPNQHELQPPPGGPGTFSVHFLDPEEAQQWAALVRDATAEGQNGSGSPAPAPAPAMCPISPPCSSMAQIPKATQPEVDLPQSSGNFKKEELATRLSQAIAGGDEKAAAQVAAVLAQHHVALNVQLMEAWFPPGPIRLQVTVEDATSVLSSSSSAHVSLKIHPHCSIAALQDQVFSEFGFPPAVQRWVIGRCLCMPERSLASYGVSQDGDPAFLYLLSAP.... Result: 0 (no interaction).